This data is from Forward reaction prediction with 1.9M reactions from USPTO patents (1976-2016). The task is: Predict the product of the given reaction. (1) The product is: [F:41][C:38]1([F:40])[O:37][C:36]2[CH:42]=[CH:43][C:33]([CH:32]=[CH:31][C:28]3[O:29][CH:30]=[C:26]([CH2:25][O:16][C:13]4[CH:12]=[CH:11][C:10]([CH2:9][CH2:8][CH2:7][CH2:6][N:1]5[CH:5]=[CH:4][N:3]=[N:2]5)=[CH:15][CH:14]=4)[N:27]=3)=[CH:34][C:35]=2[O:39]1. Given the reactants [N:1]1([CH2:6][CH2:7][CH2:8][CH2:9][C:10]2[CH:15]=[CH:14][C:13]([OH:16])=[CH:12][CH:11]=2)[CH:5]=[CH:4][N:3]=[N:2]1.CN(C)C=O.[H-].[Na+].Cl[CH2:25][C:26]1[N:27]=[C:28]([CH:31]=[CH:32][C:33]2[CH:43]=[CH:42][C:36]3[O:37][C:38]([F:41])([F:40])[O:39][C:35]=3[CH:34]=2)[O:29][CH:30]=1, predict the reaction product. (2) Given the reactants [CH3:1][N:2]1[C:6]([C:7]([OH:9])=O)=[CH:5][N:4]=[CH:3]1.C(C1NC=CN=1)(C1NC=CN=1)=O.C(N(CC)CC)C.Cl.[NH2:30][CH2:31][C:32]1[CH:40]=[CH:39][CH:38]=[C:37]2[C:33]=1[C:34](=[O:50])[N:35]([CH:42]1[CH2:47][CH2:46][C:45](=[O:48])[NH:44][C:43]1=[O:49])[C:36]2=[O:41], predict the reaction product. The product is: [O:49]=[C:43]1[CH:42]([N:35]2[C:34](=[O:50])[C:33]3[C:37](=[CH:38][CH:39]=[CH:40][C:32]=3[CH2:31][NH:30][C:7]([C:6]3[N:2]([CH3:1])[CH:3]=[N:4][CH:5]=3)=[O:9])[C:36]2=[O:41])[CH2:47][CH2:46][C:45](=[O:48])[NH:44]1. (3) Given the reactants C(OC([N:8]1[CH2:12][C:11](=[N:13][O:14][CH2:15][CH3:16])[CH2:10][C@H:9]1[C:17]([OH:19])=O)=O)(C)(C)C.[CH2:20]([N:22]([CH2:26][CH3:27])[CH2:23][CH2:24][NH2:25])[CH3:21], predict the reaction product. The product is: [CH2:20]([N:22]([CH2:26][CH3:27])[CH2:23][CH2:24][NH:25][C:17]([C@@H:9]1[CH2:10][C:11](=[N:13][O:14][CH2:15][CH3:16])[CH2:12][NH:8]1)=[O:19])[CH3:21]. (4) Given the reactants Cl[C:2]1[CH:15]=[CH:14][C:13]2[C:12](=[O:16])[C:11]3[C:6](=[CH:7][CH:8]=[CH:9][CH:10]=3)[C:5](=[O:17])[C:4]=2[CH:3]=1.[C:18]1([C:27]2[CH:32]=[CH:31][CH:30]=[CH:29][CH:28]=2)[CH:23]=[CH:22][CH:21]=[CH:20][C:19]=1B(O)O.C(=O)([O-])[O-].[Cs+].[Cs+].C1(P(C2CCCCC2)C2CCCCC2)CCCCC1, predict the reaction product. The product is: [C:18]1([C:27]2[CH:28]=[CH:29][CH:30]=[CH:31][CH:32]=2)[CH:23]=[CH:22][CH:21]=[CH:20][C:19]=1[C:2]1[CH:15]=[CH:14][C:13]2[C:12](=[O:16])[C:11]3[C:6](=[CH:7][CH:8]=[CH:9][CH:10]=3)[C:5](=[O:17])[C:4]=2[CH:3]=1. (5) Given the reactants [Si]([O:8][C@H:9]1[CH2:14][CH2:13][C@H:12]([N:15]2[CH:19]=[C:18](B3OC(C)(C)C(C)(C)O3)[C:17]([O:29][CH3:30])=[N:16]2)[CH2:11][CH2:10]1)(C(C)(C)C)(C)C.Br[C:32]1[CH:33]=[C:34]2[C:40]([C@@H:41]([C:43]3[C:48]([O:49][CH:50]([F:52])[F:51])=[CH:47][CH:46]=[C:45]([F:53])[C:44]=3[Cl:54])[CH3:42])=[CH:39][N:38](C(OC(C)(C)C)=O)[C:35]2=[N:36][CH:37]=1.C(=O)([O-])[O-].[K+].[K+].N#N, predict the reaction product. The product is: [Cl:54][C:44]1[C:45]([F:53])=[CH:46][CH:47]=[C:48]([O:49][CH:50]([F:51])[F:52])[C:43]=1[C@H:41]([C:40]1[C:34]2[C:35](=[N:36][CH:37]=[C:32]([C:18]3[C:17]([O:29][CH3:30])=[N:16][N:15]([C@H:12]4[CH2:11][CH2:10][C@H:9]([OH:8])[CH2:14][CH2:13]4)[CH:19]=3)[CH:33]=2)[NH:38][CH:39]=1)[CH3:42]. (6) The product is: [I:35][CH2:6][CH2:7][CH2:8][CH2:9][CH2:10][CH2:11][CH2:12][CH2:13][CH:14]1[C:23]2[C:18](=[CH:19][C:20]([O:24][CH3:25])=[CH:21][CH:22]=2)[S:17][CH2:16][C:15]1([C:27]1[CH:32]=[CH:31][C:30]([O:33][CH3:34])=[CH:29][CH:28]=1)[CH3:26]. Given the reactants CS(O[CH2:6][CH2:7][CH2:8][CH2:9][CH2:10][CH2:11][CH2:12][CH2:13][CH:14]1[C:23]2[C:18](=[CH:19][C:20]([O:24][CH3:25])=[CH:21][CH:22]=2)[S:17][CH2:16][C:15]1([C:27]1[CH:32]=[CH:31][C:30]([O:33][CH3:34])=[CH:29][CH:28]=1)[CH3:26])(=O)=O.[I-:35].[Na+], predict the reaction product. (7) Given the reactants [N:1]1[C:6]2[NH:7][CH:8]=[C:9]([C:10]3[S:14][C:13]([NH2:15])=[N:12][N:11]=3)[C:5]=2[CH:4]=[N:3][CH:2]=1.[CH3:16][O:17][C:18]1[CH:19]=[C:20]([CH2:24][C:25](O)=[O:26])[CH:21]=[CH:22][CH:23]=1.C(N(CC)CC)C.CN(C=O)C, predict the reaction product. The product is: [N:1]1[C:6]2[NH:7][CH:8]=[C:9]([C:10]3[S:14][C:13]([NH:15][C:25](=[O:26])[CH2:24][C:20]4[CH:21]=[CH:22][CH:23]=[C:18]([O:17][CH3:16])[CH:19]=4)=[N:12][N:11]=3)[C:5]=2[CH:4]=[N:3][CH:2]=1. (8) Given the reactants [CH:1]1([C@@H:6]2[NH:11][C:10](=[O:12])[C@H:9]([CH2:13][CH:14]([CH3:16])[CH3:15])[NH:8][CH2:7]2)[CH2:5][CH2:4][CH2:3][CH2:2]1.[C:17]1([C@@H:23]2[CH2:25][C@H:24]2[C:26](O)=[O:27])[CH:22]=[CH:21][CH:20]=[CH:19][CH:18]=1.C([C@@H]1N(C(=O)/C=C/C2C=CC=CC=2)C[C@H](CC(C)C)NC1=O)C(C)C, predict the reaction product. The product is: [CH:1]1([C@@H:6]2[NH:11][C:10](=[O:12])[C@H:9]([CH2:13][CH:14]([CH3:16])[CH3:15])[N:8]([C:26]([C@@H:24]3[CH2:25][C@H:23]3[C:17]3[CH:22]=[CH:21][CH:20]=[CH:19][CH:18]=3)=[O:27])[CH2:7]2)[CH2:2][CH2:3][CH2:4][CH2:5]1. (9) Given the reactants [Br:1][C:2]1[C:3]([F:12])=[C:4]2[C:10]([NH2:11])=[CH:9][NH:8][C:5]2=[N:6][CH:7]=1.[CH3:13][N:14]1[C:19](=[O:20])[CH:18]=[CH:17][C:16]([C:21](O)=[O:22])=[N:15]1.C1N(P(Cl)(N2C(=O)OCC2)=O)C(=O)OC1.[Li+].[OH-], predict the reaction product. The product is: [Br:1][C:2]1[C:3]([F:12])=[C:4]2[C:10]([NH:11][C:21]([C:16]3[CH:17]=[CH:18][C:19](=[O:20])[N:14]([CH3:13])[N:15]=3)=[O:22])=[CH:9][NH:8][C:5]2=[N:6][CH:7]=1.